This data is from Full USPTO retrosynthesis dataset with 1.9M reactions from patents (1976-2016). The task is: Predict the reactants needed to synthesize the given product. (1) Given the product [Cl:8][C:4]1[N:3]=[C:2]([NH:12][CH:9]([CH3:11])[CH3:10])[CH:7]=[N:6][CH:5]=1, predict the reactants needed to synthesize it. The reactants are: Cl[C:2]1[CH:7]=[N:6][CH:5]=[C:4]([Cl:8])[N:3]=1.[CH:9]([NH2:12])([CH3:11])[CH3:10].CCN(CC)CC. (2) Given the product [C:18]([C:20]1[CH:21]=[C:22]([S:26]([N:5]2[CH2:6][C@@H:7]([OH:9])[CH2:8][C@H:4]2[C:3]([O:2][CH3:1])=[O:10])(=[O:28])=[O:27])[CH:23]=[CH:24][CH:25]=1)#[N:19], predict the reactants needed to synthesize it. The reactants are: [CH3:1][O:2][C:3](=[O:10])[C@@H:4]1[CH2:8][C@H:7]([OH:9])[CH2:6][NH:5]1.C(N(CC)CC)C.[C:18]([C:20]1[CH:21]=[C:22]([S:26](Cl)(=[O:28])=[O:27])[CH:23]=[CH:24][CH:25]=1)#[N:19]. (3) Given the product [C:13]([NH:1][CH2:2][C:3]1[CH:4]=[CH:5][C:6]([C:7]([OH:9])=[O:8])=[CH:10][CH:11]=1)([O:15][CH3:16])=[O:14], predict the reactants needed to synthesize it. The reactants are: [NH2:1][CH2:2][C:3]1[CH:11]=[CH:10][C:6]([C:7]([OH:9])=[O:8])=[CH:5][CH:4]=1.Cl[C:13]([O:15][CH3:16])=[O:14].CC(N(C)C)=O. (4) Given the product [Br:1][C:2]1[CH:3]=[C:4]2[C:11]([C:8](=[O:10])[CH2:7][CH2:6][O:5]2)=[CH:12][CH:13]=1, predict the reactants needed to synthesize it. The reactants are: [Br:1][C:2]1[CH:3]=[C:4]([CH:11]=[CH:12][CH:13]=1)[O:5][CH2:6][CH2:7][C:8]([OH:10])=O.P(Cl)(Cl)(Cl)(Cl)Cl.[Cl-].[Al+3].[Cl-].[Cl-]. (5) Given the product [NH2:8][CH2:7][CH2:6][CH2:5][N:9]1[CH2:5][CH2:6][CH2:7][NH:8][CH:10]1[CH3:11], predict the reactants needed to synthesize it. The reactants are: NCCC[CH:5]([NH2:9])[CH2:6][CH2:7][NH2:8].[CH2:10](O)[CH3:11]. (6) Given the product [Br:20][C:5]1[C:6]([NH:9][C@@H:10]2[C@@H:15]3[CH2:16][C@@H:12]([CH:13]=[CH:14]3)[C@@H:11]2[C:17]([NH2:19])=[O:18])=[C:7]2[N:8]=[C:28]([C:24]3[CH:25]=[CH:26][CH:27]=[C:22]([F:21])[CH:23]=3)[NH:1][C:2]2=[N:3][CH:4]=1, predict the reactants needed to synthesize it. The reactants are: [NH2:1][C:2]1[C:7]([NH2:8])=[C:6]([NH:9][C@@H:10]2[C@@H:15]3[CH2:16][C@@H:12]([CH:13]=[CH:14]3)[C@@H:11]2[C:17]([NH2:19])=[O:18])[C:5]([Br:20])=[CH:4][N:3]=1.[F:21][C:22]1[CH:23]=[C:24]([CH:28]=O)[CH:25]=[CH:26][CH:27]=1.C([O-])(=O)C.[NH4+]. (7) Given the product [CH3:5][O:4][P:3]([CH2:7][CH2:8][C@@H:9]1[C@@H:13]([O:14][CH3:15])[C@@H:12]([O:16][Si:17]([C:20]([CH3:23])([CH3:22])[CH3:21])([CH3:19])[CH3:18])[C@H:11]([N:24]2[CH:32]=[N:31][C:30]3[C:25]2=[N:26][CH:27]=[N:28][C:29]=3[NH:33][C:34](=[O:41])[C:35]2[CH:36]=[CH:37][CH:38]=[CH:39][CH:40]=2)[O:10]1)(=[O:6])[O:2][CH3:1], predict the reactants needed to synthesize it. The reactants are: [CH3:1][O:2][P:3](/[CH:7]=[CH:8]/[C@@H:9]1[C@@H:13]([O:14][CH3:15])[C@@H:12]([O:16][Si:17]([C:20]([CH3:23])([CH3:22])[CH3:21])([CH3:19])[CH3:18])[C@H:11]([N:24]2[CH:32]=[N:31][C:30]3[C:25]2=[N:26][CH:27]=[N:28][C:29]=3[NH:33][C:34](=[O:41])[C:35]2[CH:40]=[CH:39][CH:38]=[CH:37][CH:36]=2)[O:10]1)(=[O:6])[O:4][CH3:5].